From a dataset of Full USPTO retrosynthesis dataset with 1.9M reactions from patents (1976-2016). Predict the reactants needed to synthesize the given product. (1) Given the product [NH2:2][CH2:1][C@@H:3]([N:11]([CH3:19])[C:12](=[O:18])[O:13][C:14]([CH3:15])([CH3:17])[CH3:16])[CH2:4][C@H:5]1[CH2:10][CH2:9][CH2:8][O:7][CH2:6]1, predict the reactants needed to synthesize it. The reactants are: [C:1]([C@@H:3]([N:11]([CH3:19])[C:12](=[O:18])[O:13][C:14]([CH3:17])([CH3:16])[CH3:15])[CH2:4][C@H:5]1[CH2:10][CH2:9][CH2:8][O:7][CH2:6]1)#[N:2].CO.C(Cl)Cl.[O-][Mn](=O)(=O)=O.[K+]. (2) The reactants are: [CH3:1][C:2]1[CH:7]=[CH:6][C:5]([C:8]2[CH2:13][CH2:12][CH2:11][CH2:10][C:9]=2[C:14]([NH:16][C:17]2[CH:22]=[CH:21][C:20]([N:23]([CH2:31][CH2:32][N:33]3[CH:37]=[CH:36][CH:35]=[N:34]3)C(=O)OC(C)(C)C)=[CH:19][CH:18]=2)=[O:15])=[CH:4][CH:3]=1.FC(F)(F)C(O)=O. Given the product [CH3:1][C:2]1[CH:3]=[CH:4][C:5]([C:8]2[CH2:13][CH2:12][CH2:11][CH2:10][C:9]=2[C:14]([NH:16][C:17]2[CH:18]=[CH:19][C:20]([NH:23][CH2:31][CH2:32][N:33]3[CH:37]=[CH:36][CH:35]=[N:34]3)=[CH:21][CH:22]=2)=[O:15])=[CH:6][CH:7]=1, predict the reactants needed to synthesize it. (3) Given the product [OH:8][C:9]1[CH:10]=[CH:11][C:12]([C:15]2[N:19]([C:20]3[CH:21]=[N:22][CH:23]=[CH:24][CH:25]=3)[N:18]=[C:17]([C:26]([N:28]3[CH2:29][CH2:30][C:31]([F:35])([F:34])[CH2:32][CH2:33]3)=[O:27])[CH:16]=2)=[N:13][CH:14]=1, predict the reactants needed to synthesize it. The reactants are: C([O:8][C:9]1[CH:10]=[CH:11][C:12]([C:15]2[N:19]([C:20]3[CH:21]=[N:22][CH:23]=[CH:24][CH:25]=3)[N:18]=[C:17]([C:26]([N:28]3[CH2:33][CH2:32][C:31]([F:35])([F:34])[CH2:30][CH2:29]3)=[O:27])[CH:16]=2)=[N:13][CH:14]=1)C1C=CC=CC=1.CO.[H][H].